From a dataset of Reaction yield outcomes from USPTO patents with 853,638 reactions. Predict the reaction yield, written as a fraction of the theoretical maximum amount of product (1.0 means a 100% yield; for example, 0.34 means a 34% yield). (1) The reactants are [CH3:1][C:2]1([CH3:21])[CH:6]([C:7]2[CH:12]=[CH:11][CH:10]=[CH:9][CH:8]=2)[C:5]2[C:13]([CH3:20])=[C:14]([NH2:19])[C:15]([CH3:18])=[C:16]([CH3:17])[C:4]=2[O:3]1.[C:22](=[O:25])([O-])[O-:23].[Na+].[Na+]. The catalyst is O1CCCC1.[I-].C([N+](CCCC)(CCCC)CCCC)CCC. The product is [CH3:1][C:2]1([CH3:21])[CH:6]([C:7]2[CH:8]=[CH:9][CH:10]=[CH:11][CH:12]=2)[C:5]2[C:13]([CH3:20])=[C:14]([N:19]3[CH2:20][C:13]4[CH:14]=[C:15]5[O:23][CH2:22][O:25][C:16]5=[CH:4][C:5]=4[CH2:6]3)[C:15]([CH3:18])=[C:16]([CH3:17])[C:4]=2[O:3]1. The yield is 0.560. (2) The reactants are B(Cl)(Cl)Cl.[F:5][C:6]1[C:11]([CH:12]=[O:13])=[C:10]([O:14]C)[C:9]([O:16][CH3:17])=[CH:8][CH:7]=1.O. The catalyst is ClCCl. The product is [F:5][C:6]1[C:11]([CH:12]=[O:13])=[C:10]([OH:14])[C:9]([O:16][CH3:17])=[CH:8][CH:7]=1. The yield is 0.940. (3) The reactants are [Br:1][C:2]1[CH:3]=[CH:4][C:5]2[O:14][CH2:13][CH2:12][N:11]3[C:7](=[N:8][C:9](I)=[CH:10]3)[C:6]=2[CH:16]=1.C([Sn](CCCC)(CCCC)[C:22]1[CH:27]=[CH:26][CH:25]=[CH:24][N:23]=1)CCC. The catalyst is CN(C=O)C.[Cu](I)I. The product is [Br:1][C:2]1[CH:3]=[CH:4][C:5]2[O:14][CH2:13][CH2:12][N:11]3[C:7](=[N:8][C:9]([C:22]4[CH:27]=[CH:26][CH:25]=[CH:24][N:23]=4)=[CH:10]3)[C:6]=2[CH:16]=1. The yield is 0.800. (4) The reactants are [F:1][CH2:2][C:3]([C:7]1[O:11][N:10]=[C:9]([NH:12][C:13](=[O:21])OC2C=CC=CC=2)[CH:8]=1)([CH3:6])[CH2:4][F:5].[CH3:22][O:23][C:24]1[CH:25]=[C:26]2[C:31](=[CH:32][C:33]=1[O:34][CH3:35])[N:30]=[CH:29][N:28]=[C:27]2[O:36][C:37]1[CH:38]=[C:39]([CH:41]=[CH:42][CH:43]=1)[NH2:40]. The catalyst is CN(C)C1C=CN=CC=1.C1COCC1. The product is [F:5][CH2:4][C:3]([C:7]1[O:11][N:10]=[C:9]([NH:12][C:13]([NH:40][C:39]2[CH:41]=[CH:42][CH:43]=[C:37]([O:36][C:27]3[C:26]4[C:31](=[CH:32][C:33]([O:34][CH3:35])=[C:24]([O:23][CH3:22])[CH:25]=4)[N:30]=[CH:29][N:28]=3)[CH:38]=2)=[O:21])[CH:8]=1)([CH3:6])[CH2:2][F:1]. The yield is 0.310. (5) The reactants are [Cl:1][C:2]1[CH:7]=[CH:6][C:5]([N:8]2[C:12]([C:13]#[N:14])=[C:11]([C:15]([O:17]C(C)(C)C)=[O:16])[N:10]=[C:9]2[C:22]2[CH:27]=[CH:26][C:25]([Cl:28])=[CH:24][C:23]=2[Cl:29])=[CH:4][CH:3]=1.FC(F)(F)C(O)=O. The catalyst is ClCCl. The product is [Cl:1][C:2]1[CH:7]=[CH:6][C:5]([N:8]2[C:12]([C:13]#[N:14])=[C:11]([C:15]([OH:17])=[O:16])[N:10]=[C:9]2[C:22]2[CH:27]=[CH:26][C:25]([Cl:28])=[CH:24][C:23]=2[Cl:29])=[CH:4][CH:3]=1. The yield is 0.870.